Dataset: Ames mutagenicity test results for genotoxicity prediction. Task: Regression/Classification. Given a drug SMILES string, predict its toxicity properties. Task type varies by dataset: regression for continuous values (e.g., LD50, hERG inhibition percentage) or binary classification for toxic/non-toxic outcomes (e.g., AMES mutagenicity, cardiotoxicity, hepatotoxicity). Dataset: ames. The drug is Nc1cc2[nH]c3ccccc3c2cc1[N+](=O)[O-]. The result is 1 (mutagenic).